From a dataset of hERG potassium channel inhibition data for cardiac toxicity prediction from Karim et al.. Regression/Classification. Given a drug SMILES string, predict its toxicity properties. Task type varies by dataset: regression for continuous values (e.g., LD50, hERG inhibition percentage) or binary classification for toxic/non-toxic outcomes (e.g., AMES mutagenicity, cardiotoxicity, hepatotoxicity). Dataset: herg_karim. (1) The compound is O=S(=O)(c1ccc(/C=C/c2ccc(F)cc2Cl)nc1)c1ccccc1F. The result is 1 (blocker). (2) The drug is CCC(=O)N[C@H]1CCc2ccc(CCN3CCN(c4nsc5ccccc45)CC3)cc21. The result is 1 (blocker).